The task is: Predict the product of the given reaction.. This data is from Forward reaction prediction with 1.9M reactions from USPTO patents (1976-2016). Given the reactants [CH3:1][O:2][C:3](=[O:40])[C:4]1[CH:9]=[C:8]([Br:10])[CH:7]=[CH:6][C:5]=1[C:11]1[CH:23]=[CH:22][C:21]2[C:20]3[C:15](=[CH:16][CH:17]=[CH:18][CH:19]=3)[C:14]([CH2:32][CH2:33][CH2:34][CH2:35][CH2:36][CH2:37][CH2:38][CH3:39])([CH2:24][CH2:25][CH2:26][CH2:27][CH2:28][CH2:29][CH2:30][CH3:31])[C:13]=2[CH:12]=1.II.[Br:43]Br.[O-]S([O-])(=S)=O.[Na+].[Na+], predict the reaction product. The product is: [CH3:1][O:2][C:3](=[O:40])[C:4]1[CH:9]=[C:8]([Br:10])[CH:7]=[CH:6][C:5]=1[C:11]1[CH:23]=[CH:22][C:21]2[C:20]3[C:15](=[CH:16][C:17]([Br:43])=[CH:18][CH:19]=3)[C:14]([CH2:32][CH2:33][CH2:34][CH2:35][CH2:36][CH2:37][CH2:38][CH3:39])([CH2:24][CH2:25][CH2:26][CH2:27][CH2:28][CH2:29][CH2:30][CH3:31])[C:13]=2[CH:12]=1.